From a dataset of Forward reaction prediction with 1.9M reactions from USPTO patents (1976-2016). Predict the product of the given reaction. (1) Given the reactants [C:1]([N:8]1[CH:12]=[CH:11][N:10]=[CH:9]1)(N1C=CN=C1)=[O:2].[CH:13]1([C:19]2[C:27]3[C:22](=[CH:23][C:24](C(O)=O)=[CH:25][CH:26]=3)[N:21]([CH3:31])[C:20]=2[C:32]2[CH:37]=[CH:36][CH:35]=[CH:34][C:33]=2[O:38][CH2:39][C:40]([N:42]([CH3:54])[CH2:43][CH2:44][O:45][CH2:46][CH2:47][N:48]([CH3:53])[S:49](=[O:52])(=[O:51])[NH2:50])=[O:41])[CH2:18][CH2:17][CH2:16][CH2:15][CH2:14]1, predict the reaction product. The product is: [CH:13]1([C:19]2[C:27]3[C:22](=[CH:23][C:24]([C:1]([N:8]4[CH:12]=[CH:11][N:10]=[CH:9]4)=[O:2])=[CH:25][CH:26]=3)[N:21]([CH3:31])[C:20]=2[C:32]2[CH:37]=[CH:36][CH:35]=[CH:34][C:33]=2[O:38][CH2:39][C:40]([N:42]([CH3:54])[CH2:43][CH2:44][O:45][CH2:46][CH2:47][N:48]([CH3:53])[S:49](=[O:52])(=[O:51])[NH2:50])=[O:41])[CH2:14][CH2:15][CH2:16][CH2:17][CH2:18]1. (2) Given the reactants [Br:1][C:2]1[CH:3]=[C:4]([C:8]2[CH:28]=[C:11]3[N:12]=[C:13]([CH3:27])[C:14]([C@H:17]([O:22][C:23]([CH3:26])([CH3:25])[CH3:24])[C:18]([O:20][CH3:21])=[O:19])=[C:15](I)[N:10]3[N:9]=2)[CH:5]=[CH:6][CH:7]=1.[CH2:29]([CH:32]1[C:41]2[C:36](=[CH:37][CH:38]=[C:39](B3OC(C)(C)C(C)(C)O3)[CH:40]=2)[O:35][CH2:34][CH2:33]1)[CH:30]=[CH2:31].C([O-])([O-])=O.[Na+].[Na+].N#N, predict the reaction product. The product is: [CH2:29]([CH:32]1[C:41]2[C:36](=[CH:37][CH:38]=[C:39]([C:15]3[N:10]4[N:9]=[C:8]([C:4]5[CH:5]=[CH:6][CH:7]=[C:2]([Br:1])[CH:3]=5)[CH:28]=[C:11]4[N:12]=[C:13]([CH3:27])[C:14]=3[C@H:17]([O:22][C:23]([CH3:26])([CH3:25])[CH3:24])[C:18]([O:20][CH3:21])=[O:19])[CH:40]=2)[O:35][CH2:34][CH2:33]1)[CH:30]=[CH2:31]. (3) Given the reactants [OH:1][CH2:2][C:3]1[CH:4]=[C:5]2[C:9](=[C:10]([N+:12]([O-:14])=[O:13])[CH:11]=1)[NH:8][C:7]([C:15]([OH:17])=O)=[CH:6]2.[NH2:18][C@@H:19]([CH2:28][S:29][CH2:30][C:31]1[CH:36]=[CH:35][C:34]([O:37][CH3:38])=[CH:33][CH:32]=1)[CH2:20][O:21][C:22](=[O:27])[C:23]([CH3:26])([CH3:25])[CH3:24], predict the reaction product. The product is: [OH:1][CH2:2][C:3]1[CH:4]=[C:5]2[C:9](=[C:10]([N+:12]([O-:14])=[O:13])[CH:11]=1)[NH:8][C:7]([C:15]([NH:18][C@@H:19]([CH2:28][S:29][CH2:30][C:31]1[CH:36]=[CH:35][C:34]([O:37][CH3:38])=[CH:33][CH:32]=1)[CH2:20][O:21][C:22](=[O:27])[C:23]([CH3:26])([CH3:25])[CH3:24])=[O:17])=[CH:6]2. (4) Given the reactants [CH3:1][O:2][C:3]1[CH:29]=[C:28]([O:30][CH3:31])[CH:27]=[CH:26][C:4]=1[CH2:5][N:6]([C:21]1[S:25][N:24]=[CH:23][N:22]=1)[S:7]([C:10]1[C:19]([F:20])=[CH:18][C:13]2[NH:14][C:15](=[O:17])[O:16][C:12]=2[CH:11]=1)(=[O:9])=[O:8].C(P(CCCC)CCCC)CCC.CCOC(/N=N/C(OCC)=O)=O.[I:57][C:58]1[CH:63]=[CH:62][CH:61]=[CH:60][C:59]=1[C@@H:64](O)[CH3:65], predict the reaction product. The product is: [CH3:1][O:2][C:3]1[CH:29]=[C:28]([O:30][CH3:31])[CH:27]=[CH:26][C:4]=1[CH2:5][N:6]([C:21]1[S:25][N:24]=[CH:23][N:22]=1)[S:7]([C:10]1[C:19]([F:20])=[CH:18][C:13]2[N:14]([C@@H:64]([C:59]3[CH:60]=[CH:61][CH:62]=[CH:63][C:58]=3[I:57])[CH3:65])[C:15](=[O:17])[O:16][C:12]=2[CH:11]=1)(=[O:8])=[O:9]. (5) Given the reactants [OH:1][C:2]1[CH:10]=[C:9]([OH:11])[CH:8]=[CH:7][C:3]=1[C:4]([OH:6])=[O:5].C(=O)([O-])[O-].[Cs+].[Cs+].[CH2:18](Br)[C:19]1[CH:24]=[CH:23][CH:22]=[CH:21][CH:20]=1, predict the reaction product. The product is: [CH2:18]([O:5][C:4](=[O:6])[C:3]1[CH:7]=[CH:8][C:9]([O:11][CH2:18][C:19]2[CH:24]=[CH:23][CH:22]=[CH:21][CH:20]=2)=[CH:10][C:2]=1[O:1][CH2:4][C:3]1[CH:7]=[CH:8][CH:9]=[CH:10][CH:2]=1)[C:19]1[CH:24]=[CH:23][CH:22]=[CH:21][CH:20]=1. (6) Given the reactants [Cl:1][C:2]1[CH:3]=[C:4]([C:25](=[O:37])[NH:26][CH2:27][C:28]2[C:29](=[O:36])[NH:30][C:31]([CH3:35])=[CH:32][C:33]=2[CH3:34])[C:5]([CH3:24])=[C:6]([N:8]([CH2:22][CH3:23])[CH:9]2[CH2:14][CH2:13][N:12](C(OC(C)(C)C)=O)[CH2:11][CH2:10]2)[CH:7]=1.Cl.O.C(Cl)Cl, predict the reaction product. The product is: [Cl:1][C:2]1[CH:7]=[C:6]([N:8]([CH2:22][CH3:23])[CH:9]2[CH2:14][CH2:13][NH:12][CH2:11][CH2:10]2)[C:5]([CH3:24])=[C:4]([CH:3]=1)[C:25]([NH:26][CH2:27][C:28]1[C:29](=[O:36])[NH:30][C:31]([CH3:35])=[CH:32][C:33]=1[CH3:34])=[O:37].